This data is from Reaction yield outcomes from USPTO patents with 853,638 reactions. The task is: Predict the reaction yield, written as a fraction of the theoretical maximum amount of product (1.0 means a 100% yield; for example, 0.34 means a 34% yield). (1) The product is [CH2:25]([N:20]([CH2:21][CH2:22][CH2:23][CH3:24])[C:19]([C:3]1[C:2]([Cl:1])=[C:6]([CH3:7])[N:5]([C:8]2[CH:16]=[CH:15][C:14]([O:17][CH3:18])=[CH:13][C:9]=2[C:10]([N:31]2[C@H:32]([CH2:40][OH:41])[CH2:33][C:34]3[C:39](=[CH:38][CH:37]=[CH:36][CH:35]=3)[CH2:30]2)=[O:11])[N:4]=1)=[O:29])[CH2:26][CH2:27][CH3:28]. The catalyst is ClCCl. The reactants are [Cl:1][C:2]1[C:3]([C:19](=[O:29])[N:20]([CH2:25][CH2:26][CH2:27][CH3:28])[CH2:21][CH2:22][CH2:23][CH3:24])=[N:4][N:5]([C:8]2[CH:16]=[CH:15][C:14]([O:17][CH3:18])=[CH:13][C:9]=2[C:10](O)=[O:11])[C:6]=1[CH3:7].[CH2:30]1[C:39]2[C:34](=[CH:35][CH:36]=[CH:37][CH:38]=2)[CH2:33][C@@H:32]([CH2:40][OH:41])[NH:31]1.C(N=C=NCCCN(C)C)C.OC1C2N=NNC=2C=CC=1.C(N(CC)CC)C. The yield is 0.0450. (2) The catalyst is N1C=CC=CC=1. The reactants are [CH2:1]([N:8]1[CH2:12][CH2:11][C@@H:10]([OH:13])[CH2:9]1)[C:2]1[CH:7]=[CH:6][CH:5]=[CH:4][CH:3]=1.[C:14]1([CH3:24])[CH:19]=[CH:18][C:17]([S:20](Cl)(=[O:22])=[O:21])=[CH:16][CH:15]=1.[OH2:25]. The yield is 0.920. The product is [CH2:1]([N:8]1[CH2:12][CH2:11][C@@H:10]([OH:13])[CH2:9]1)[C:2]1[CH:3]=[CH:4][CH:5]=[CH:6][CH:7]=1.[S:20]([C:17]1[CH:18]=[CH:19][C:14]([CH3:24])=[CH:15][CH:16]=1)([O-:22])(=[O:21])=[O:25].